The task is: Predict the product of the given reaction.. This data is from Forward reaction prediction with 1.9M reactions from USPTO patents (1976-2016). (1) Given the reactants [OH:1][N:2]=[C:3]([C:5]1[S:6][CH:7]=[C:8]([CH2:10][O:11][CH2:12][O:13][CH2:14][CH2:15][Si:16]([CH3:19])([CH3:18])[CH3:17])[N:9]=1)[NH2:4].[CH3:20][O:21][C:22](=[O:30])[C:23]([CH3:29])([CH3:28])[CH2:24][C:25](O)=[O:26].CN(C(ON1N=NC2C=CC=NC1=2)=[N+](C)C)C.F[P-](F)(F)(F)(F)F.CCN(C(C)C)C(C)C, predict the reaction product. The product is: [NH2:4][C:3](=[N:2][O:1][C:25](=[O:26])[CH2:24][C:23]([CH3:29])([CH3:28])[C:22]([O:21][CH3:20])=[O:30])[C:5]1[S:6][CH:7]=[C:8]([CH2:10][O:11][CH2:12][O:13][CH2:14][CH2:15][Si:16]([CH3:19])([CH3:18])[CH3:17])[N:9]=1. (2) Given the reactants CN(C=O)C.[C:6]([O:10][C:11](=[O:28])[NH:12][CH2:13][CH2:14][CH2:15][C:16](=[O:27])[NH:17][C:18]1[CH:23]=[C:22]([C:24]#[N:25])[CH:21]=[CH:20][C:19]=1[NH2:26])([CH3:9])([CH3:8])[CH3:7].[H-].[Na+].I[CH2:32][CH2:33][CH3:34], predict the reaction product. The product is: [C:6]([O:10][C:11](=[O:28])[NH:12][CH2:13][CH2:14][CH2:15][C:16](=[O:27])[N:17]([C:18]1[CH:23]=[C:22]([C:24]#[N:25])[CH:21]=[CH:20][C:19]=1[NH2:26])[CH2:32][CH2:33][CH3:34])([CH3:9])([CH3:7])[CH3:8]. (3) Given the reactants C([N:4]1[C:13]2[C:12]3=[N:14][C:15]([CH3:18])=[C:16]([Br:17])[N:11]3[CH:10]=[CH:9][C:8]=2[C@@H:7]([O:19]C(=O)C(C)(C)C)[C@H:6]([O:26][CH2:27][CH2:28][O:29][CH3:30])[C@H:5]1[C:31]1[CH:36]=[CH:35][CH:34]=[CH:33][CH:32]=1)(=O)C.[OH-].[K+].O.NN, predict the reaction product. The product is: [Br:17][C:16]1[N:11]2[CH:10]=[CH:9][C:8]3[C@@H:7]([OH:19])[C@H:6]([O:26][CH2:27][CH2:28][O:29][CH3:30])[C@@H:5]([C:31]4[CH:36]=[CH:35][CH:34]=[CH:33][CH:32]=4)[NH:4][C:13]=3[C:12]2=[N:14][C:15]=1[CH3:18]. (4) Given the reactants Cl[C:2]1[C:11]2[C:6](=[C:7]([CH3:12])[CH:8]=[CH:9][CH:10]=2)[C:5]([C:13]([N:15]2[CH2:20][CH2:19][O:18][CH2:17][CH2:16]2)=[O:14])=[CH:4][N:3]=1.[F:21][C:22]1[CH:27]=[CH:26][C:25]([OH:28])=[CH:24][CH:23]=1.C([O-])([O-])=O.[K+].[K+], predict the reaction product. The product is: [F:21][C:22]1[CH:27]=[CH:26][C:25]([O:28][C:2]2[C:11]3[C:6](=[C:7]([CH3:12])[CH:8]=[CH:9][CH:10]=3)[C:5]([C:13]([N:15]3[CH2:20][CH2:19][O:18][CH2:17][CH2:16]3)=[O:14])=[CH:4][N:3]=2)=[CH:24][CH:23]=1. (5) Given the reactants C(B(CC)OC)C.[Cl:8][CH2:9][CH:10]([OH:24])[CH2:11][C:12](=[O:23])[CH2:13][C:14]([N:16]([CH:20]([CH3:22])[CH3:21])[CH:17]([CH3:19])[CH3:18])=[O:15].O1CCCC1.[BH4-].[Na+], predict the reaction product. The product is: [Cl:8][CH2:9][C@@H:10]([OH:24])[CH2:11][C@@H:12]([OH:23])[CH2:13][C:14]([N:16]([CH:17]([CH3:19])[CH3:18])[CH:20]([CH3:21])[CH3:22])=[O:15]. (6) Given the reactants [F:1][C:2]1[CH:3]=[C:4]([C:10]2[CH:15]=[CH:14][CH:13]=[CH:12][C:11]=2[NH2:16])[CH:5]=[C:6]([F:9])[C:7]=1[F:8].[F:17][CH:18]([F:28])[C:19]1[C:23]([C:24](Cl)=[O:25])=[CH:22][N:21]([CH3:27])[N:20]=1, predict the reaction product. The product is: [F:28][CH:18]([F:17])[C:19]1[C:23]([C:24]([NH:16][C:11]2[CH:12]=[CH:13][CH:14]=[CH:15][C:10]=2[C:4]2[CH:3]=[C:2]([F:1])[C:7]([F:8])=[C:6]([F:9])[CH:5]=2)=[O:25])=[CH:22][N:21]([CH3:27])[N:20]=1. (7) Given the reactants F[C:2]1[N:7]=[CH:6][C:5]([N:8]2[C:12]([C:14]([F:17])([F:16])[F:15])(O)[CH2:11][C:10]([C:18]3[CH:19]=[N:20][CH:21]=[CH:22][CH:23]=3)=[N:9]2)=[CH:4][CH:3]=1.O1CCOCC1.[OH-].[NH4+:31], predict the reaction product. The product is: [N:20]1[CH:21]=[CH:22][CH:23]=[C:18]([C:10]2[CH:11]=[C:12]([C:14]([F:17])([F:16])[F:15])[N:8]([C:5]3[CH:4]=[CH:3][C:2]([NH2:31])=[N:7][CH:6]=3)[N:9]=2)[CH:19]=1. (8) The product is: [CH3:1][O:10][C:11]1[C:20]2[O:19][CH2:18][CH2:17][O:16][C:15]=2[CH:14]=[CH:13][C:12]=1[C:21](=[O:23])[CH3:22]. Given the reactants [C:1]([O-])([O-])=O.[K+].[K+].CI.O.[OH:10][C:11]1[C:20]2[O:19][CH2:18][CH2:17][O:16][C:15]=2[CH:14]=[CH:13][C:12]=1[C:21](=[O:23])[CH3:22], predict the reaction product. (9) Given the reactants [BH4-].[Na+].[CH2:3]([O:10][C:11]1[CH:16]=[CH:15][C:14]([C:17](=[O:34])[CH2:18][N:19]([CH2:27][C:28]2[CH:33]=[CH:32][CH:31]=[CH:30][CH:29]=2)[CH2:20][C:21]2[CH:26]=[CH:25][CH:24]=[CH:23][CH:22]=2)=[CH:13][C:12]=1[NH:35][S:36]([CH3:39])(=[O:38])=[O:37])[C:4]1[CH:9]=[CH:8][CH:7]=[CH:6][CH:5]=1.C(Cl)Cl, predict the reaction product. The product is: [CH2:3]([O:10][C:11]1[CH:16]=[CH:15][C:14]([CH:17]([OH:34])[CH2:18][N:19]([CH2:27][C:28]2[CH:29]=[CH:30][CH:31]=[CH:32][CH:33]=2)[CH2:20][C:21]2[CH:26]=[CH:25][CH:24]=[CH:23][CH:22]=2)=[CH:13][C:12]=1[NH:35][S:36]([CH3:39])(=[O:37])=[O:38])[C:4]1[CH:9]=[CH:8][CH:7]=[CH:6][CH:5]=1. (10) The product is: [CH3:17][C:2]1([CH3:1])[CH2:3][CH:4]([C:6]([C:8]2[CH:9]=[CH:10][C:11]([C:12]([NH:19][CH2:20][CH2:21][C:22]([O:24][CH2:25][CH3:26])=[O:23])=[O:14])=[CH:15][CH:16]=2)=[O:7])[CH2:5]1. Given the reactants [CH3:1][C:2]1([CH3:17])[CH2:5][CH:4]([C:6]([C:8]2[CH:16]=[CH:15][C:11]([C:12]([OH:14])=O)=[CH:10][CH:9]=2)=[O:7])[CH2:3]1.Cl.[NH2:19][CH2:20][CH2:21][C:22]([O:24][CH2:25][CH3:26])=[O:23].O.N1(O)C2C=CC=CC=2N=N1.C(N(CC)CC)C, predict the reaction product.